From a dataset of Full USPTO retrosynthesis dataset with 1.9M reactions from patents (1976-2016). Predict the reactants needed to synthesize the given product. Given the product [F:1][C:2]1[CH:3]=[CH:4][C:5]([N:8]2[C:16]3[C:11](=[CH:12][C:13]([O:17][C@H:18]([C:22]4[CH:23]=[CH:24][CH:25]=[CH:26][CH:27]=4)[C@@H:19]([NH:21][C:28](=[O:30])[CH3:29])[CH3:20])=[CH:14][CH:15]=3)[CH:10]=[N:9]2)=[CH:6][CH:7]=1, predict the reactants needed to synthesize it. The reactants are: [F:1][C:2]1[CH:7]=[CH:6][C:5]([N:8]2[C:16]3[C:11](=[CH:12][C:13]([O:17][C@@H:18]([C:22]4[CH:27]=[CH:26][CH:25]=[CH:24][CH:23]=4)[C@H:19]([NH2:21])[CH3:20])=[CH:14][CH:15]=3)[CH:10]=[N:9]2)=[CH:4][CH:3]=1.[C:28](OC(=O)C)(=[O:30])[CH3:29].